From a dataset of Full USPTO retrosynthesis dataset with 1.9M reactions from patents (1976-2016). Predict the reactants needed to synthesize the given product. (1) Given the product [Cl:21][C:22]1[N:27]=[C:26]([NH:15][C:13]2[CH:12]=[CH:11][C:8]3[N:9]([CH3:10])[C:5]([NH:4][CH:1]([CH3:3])[CH3:2])=[N:6][C:7]=3[CH:14]=2)[CH:25]=[CH:24][N:23]=1, predict the reactants needed to synthesize it. The reactants are: [CH:1]([NH:4][C:5]1[N:9]([CH3:10])[C:8]2[CH:11]=[CH:12][C:13]([NH2:15])=[CH:14][C:7]=2[N:6]=1)([CH3:3])[CH3:2].C([O-])(O)=O.[Na+].[Cl:21][C:22]1[N:27]=[C:26](Cl)[CH:25]=[CH:24][N:23]=1. (2) Given the product [Cl:24][C:25]1[CH:26]=[C:27]2[C:36]([CH3:37])=[N:35][N:34]([CH3:38])[C:28]2=[N:29][C:30]=1[C:31]1[O:15][N:14]=[C:13]([CH2:12][N:8]2[C:9]3[C:5](=[C:4]([C:20]([F:22])([F:23])[F:21])[C:3]([C:1]#[N:2])=[CH:11][CH:10]=3)[CH:6]=[C:7]2[CH2:17][CH2:18][CH3:19])[N:16]=1, predict the reactants needed to synthesize it. The reactants are: [C:1]([C:3]1[C:4]([C:20]([F:23])([F:22])[F:21])=[C:5]2[C:9](=[CH:10][CH:11]=1)[N:8]([CH2:12][C:13](=[NH:16])[NH:14][OH:15])[C:7]([CH2:17][CH2:18][CH3:19])=[CH:6]2)#[N:2].[Cl:24][C:25]1[CH:26]=[C:27]2[C:36]([CH3:37])=[N:35][N:34]([CH3:38])[C:28]2=[N:29][C:30]=1[C:31](Cl)=O.C(N(CC)CC)C.